Dataset: Reaction yield outcomes from USPTO patents with 853,638 reactions. Task: Predict the reaction yield, written as a fraction of the theoretical maximum amount of product (1.0 means a 100% yield; for example, 0.34 means a 34% yield). (1) The reactants are O[C:2]1[CH:7]=[CH:6][CH:5]=[CH:4][C:3]=1[C:8](=[O:20])[CH2:9][C:10]([C:12]1[CH:17]=[C:16](OC)[CH:15]=[CH:14][N:13]=1)=[O:11].C[C:22](O)=[O:23]. The catalyst is Cl.O. The product is [CH3:22][O:23][C:15]1[CH:16]=[CH:17][C:12]([C:10]2[O:11][C:2]3[C:3]([C:8](=[O:20])[CH:9]=2)=[CH:4][CH:5]=[CH:6][CH:7]=3)=[N:13][CH:14]=1. The yield is 0.980. (2) The reactants are [CH:1]1([CH2:7][N:8]2[C:12]([C:13]3[CH:18]=[C:17]([C:19]([CH3:22])([CH3:21])[CH3:20])[CH:16]=[C:15]([C:23]([CH3:26])([CH3:25])[CH3:24])[CH:14]=3)=[CH:11][C:10]([C:27](N(OC)C)=[O:28])=[C:9]2[CH3:33])[CH2:6][CH2:5][CH2:4][CH2:3][CH2:2]1.[CH3:34][Mg+].[Br-]. The catalyst is C1COCC1. The product is [CH:1]1([CH2:7][N:8]2[C:12]([C:13]3[CH:14]=[C:15]([C:23]([CH3:26])([CH3:25])[CH3:24])[CH:16]=[C:17]([C:19]([CH3:21])([CH3:20])[CH3:22])[CH:18]=3)=[CH:11][C:10]([C:27](=[O:28])[CH3:34])=[C:9]2[CH3:33])[CH2:2][CH2:3][CH2:4][CH2:5][CH2:6]1. The yield is 0.910. (3) The catalyst is C1COCC1. The product is [Cl:1][C:2]1[C:3]([CH2:29][CH3:30])=[C:4]([NH:10][C@@H:11]([C:12]2[O:13][C:16]([C:17]3[CH:18]=[CH:19][C:20]([C:23]#[N:24])=[CH:21][CH:22]=3)=[N:15][N:14]=2)[C@H:26]([OH:28])[CH3:27])[CH:5]=[CH:6][C:7]=1[C:8]#[N:9]. The reactants are [Cl:1][C:2]1[C:3]([CH2:29][CH3:30])=[C:4]([NH:10][C@H:11]([C@@H:26]([OH:28])[CH3:27])[C:12]([NH:14][NH:15][C:16](=O)[C:17]2[CH:22]=[CH:21][C:20]([C:23]#[N:24])=[CH:19][CH:18]=2)=[O:13])[CH:5]=[CH:6][C:7]=1[C:8]#[N:9].C(NP1(N(CC)CC)N(C)CCCN1C)(C)(C)C. The yield is 0.170. (4) The reactants are O[CH2:2][C@@H:3]1[CH2:7][CH2:6][CH2:5][N:4]1[C:8]([C@@H:10]([CH2:19][CH:20]=[CH2:21])[CH2:11][C:12]([O:14][C:15]([CH3:18])([CH3:17])[CH3:16])=[O:13])=[O:9].P([N:38]=[N+:39]=[N-:40])(=O)(OC1C=CC=CC=1)OC1C=CC=CC=1.C1CCN2C(=NCCC2)CC1. The catalyst is CN(C=O)C.C(OCC)(=O)C. The product is [N:38]([CH2:2][C@@H:3]1[CH2:7][CH2:6][CH2:5][N:4]1[C:8]([C@@H:10]([CH2:19][CH:20]=[CH2:21])[CH2:11][C:12]([O:14][C:15]([CH3:18])([CH3:17])[CH3:16])=[O:13])=[O:9])=[N+:39]=[N-:40]. The yield is 0.650. (5) The product is [Br:1][C:2]1[C:10]2[C:5](=[N:6][CH:7]=[N:8][C:9]=2[Cl:11])[N:4]([CH:19]2[CH2:20][CH2:21][C:16]3([O:15][CH2:14][CH2:13][O:12]3)[CH2:17][CH2:18]2)[N:3]=1. The yield is 0.690. The catalyst is C1COCC1. The reactants are [Br:1][C:2]1[C:10]2[C:5](=[N:6][CH:7]=[N:8][C:9]=2[Cl:11])[NH:4][N:3]=1.[O:12]1[C:16]2([CH2:21][CH2:20][CH:19](O)[CH2:18][CH2:17]2)[O:15][CH2:14][CH2:13]1.C1(P(C2C=CC=CC=2)C2C=CC=CC=2)C=CC=CC=1.CCOC(/N=N/C(OCC)=O)=O. (6) The reactants are C([O:8][C:9]1[C:14]([C:15]([C:29]2[CH:34]=[CH:33][CH:32]=[CH:31][CH:30]=2)([C:17]2[CH:22]=[CH:21][CH:20]=[C:19]([C:23]3[CH:28]=[CH:27][CH:26]=[CH:25][N:24]=3)[CH:18]=2)O)=[CH:13][CH:12]=[CH:11][C:10]=1[C:35]1[CH:40]=[CH:39][CH:38]=[CH:37][CH:36]=1)C1C=CC=CC=1. The catalyst is C(#N)C.[PH2](O)=O. The product is [C:29]1([CH:15]([C:17]2[CH:22]=[CH:21][CH:20]=[C:19]([C:23]3[CH:28]=[CH:27][CH:26]=[CH:25][N:24]=3)[CH:18]=2)[C:14]2[CH:13]=[CH:12][CH:11]=[C:10]([C:35]3[CH:40]=[CH:39][CH:38]=[CH:37][CH:36]=3)[C:9]=2[OH:8])[CH:30]=[CH:31][CH:32]=[CH:33][CH:34]=1. The yield is 0.520. (7) The reactants are C1(C)C=CC=CC=1.[CH3:8][CH:9]([CH3:33])[CH2:10][N:11]1[C:23]2[CH:22]=[CH:21][C:20](B3OC(C)(C)C(C)(C)O3)=[CH:19][C:18]=2[C:17]2[C:12]1=[CH:13][CH:14]=[CH:15][CH:16]=2.Br[C:35]1[CH:36]=[CH:37][C:38]2[N:39]([CH2:49][CH:50]([CH3:52])[CH3:51])[C:40]3[C:45]([C:46]=2[CH:47]=1)=[CH:44][C:43]([Br:48])=[CH:42][CH:41]=3.C([O-])([O-])=O.[Na+].[Na+]. The catalyst is C1C=CC([P]([Pd]([P](C2C=CC=CC=2)(C2C=CC=CC=2)C2C=CC=CC=2)([P](C2C=CC=CC=2)(C2C=CC=CC=2)C2C=CC=CC=2)[P](C2C=CC=CC=2)(C2C=CC=CC=2)C2C=CC=CC=2)(C2C=CC=CC=2)C2C=CC=CC=2)=CC=1.O. The product is [Br:48][C:43]1[CH:44]=[CH:45][C:40]2[N:39]([CH2:49][CH:50]([CH3:51])[CH3:52])[C:38]3[C:37]([C:41]=2[CH:42]=1)=[CH:36][C:35]([C:15]1[CH:14]=[CH:13][C:12]2[N:11]([CH2:10][CH:9]([CH3:33])[CH3:8])[C:23]4[C:18]([C:17]=2[CH:16]=1)=[CH:19][CH:20]=[CH:21][CH:22]=4)=[CH:47][CH:46]=3. The yield is 0.340. (8) The reactants are C[Al](C)C.[Cl:5][C:6]1[CH:7]=[C:8]([NH2:13])[CH:9]=[CH:10][C:11]=1[CH3:12].C([O:16][C:17]([C@H:19]1[CH2:24][CH2:23][CH2:22][N:21]([C:25](=[O:33])[C:26]2[CH:31]=[CH:30][CH:29]=[CH:28][C:27]=2[CH3:32])[C@H:20]1[C:34]1[CH:39]=[CH:38][C:37]([NH:40][CH:41]2[CH2:45][CH2:44][CH2:43][CH2:42]2)=[CH:36][CH:35]=1)=O)C. The catalyst is ClC(Cl)C.C(Cl)Cl. The product is [Cl:5][C:6]1[CH:7]=[C:8]([NH:13][C:17]([C@H:19]2[CH2:24][CH2:23][CH2:22][N:21]([C:25](=[O:33])[C:26]3[CH:31]=[CH:30][CH:29]=[CH:28][C:27]=3[CH3:32])[C@H:20]2[C:34]2[CH:39]=[CH:38][C:37]([NH:40][CH:41]3[CH2:45][CH2:44][CH2:43][CH2:42]3)=[CH:36][CH:35]=2)=[O:16])[CH:9]=[CH:10][C:11]=1[CH3:12]. The yield is 0.500.